Dataset: Peptide-MHC class I binding affinity with 185,985 pairs from IEDB/IMGT. Task: Regression. Given a peptide amino acid sequence and an MHC pseudo amino acid sequence, predict their binding affinity value. This is MHC class I binding data. (1) The MHC is HLA-A23:01 with pseudo-sequence HLA-A23:01. The peptide sequence is YHDPETAAA. The binding affinity (normalized) is 0.213. (2) The peptide sequence is YTNDFLKYL. The MHC is Mamu-A01 with pseudo-sequence Mamu-A01. The binding affinity (normalized) is 0.974. (3) The peptide sequence is FTSAICSVVR. The MHC is HLA-A02:01 with pseudo-sequence HLA-A02:01. The binding affinity (normalized) is 0.435. (4) The peptide sequence is CWFADKNLI. The MHC is HLA-A29:02 with pseudo-sequence HLA-A29:02. The binding affinity (normalized) is 0.255. (5) The peptide sequence is QVPLRPMTSK. The MHC is HLA-B42:01 with pseudo-sequence HLA-B42:01. The binding affinity (normalized) is 0.0878.